This data is from Peptide-MHC class I binding affinity with 185,985 pairs from IEDB/IMGT. The task is: Regression. Given a peptide amino acid sequence and an MHC pseudo amino acid sequence, predict their binding affinity value. This is MHC class I binding data. (1) The peptide sequence is QIFEVYWYL. The MHC is HLA-A68:02 with pseudo-sequence HLA-A68:02. The binding affinity (normalized) is 0.798. (2) The peptide sequence is IYWLIFWRF. The MHC is HLA-B15:01 with pseudo-sequence HLA-B15:01. The binding affinity (normalized) is 0.0847. (3) The peptide sequence is RQNAAIEAL. The MHC is HLA-A80:01 with pseudo-sequence HLA-A80:01. The binding affinity (normalized) is 0.0847. (4) The peptide sequence is RPNMSRHLF. The MHC is HLA-B53:01 with pseudo-sequence HLA-B53:01. The binding affinity (normalized) is 0.391. (5) The peptide sequence is RRRLRTLVL. The MHC is HLA-B27:05 with pseudo-sequence HLA-B27:05. The binding affinity (normalized) is 0.565. (6) The peptide sequence is MISTYPGNT. The MHC is HLA-A02:06 with pseudo-sequence HLA-A02:06. The binding affinity (normalized) is 0.0108. (7) The peptide sequence is ELVNQIIEQL. The MHC is HLA-B35:01 with pseudo-sequence HLA-B35:01. The binding affinity (normalized) is 0. (8) The peptide sequence is TRFIYLAL. The MHC is H-2-Db with pseudo-sequence H-2-Db. The binding affinity (normalized) is 0.0957.